Dataset: Experimentally validated miRNA-target interactions with 360,000+ pairs, plus equal number of negative samples. Task: Binary Classification. Given a miRNA mature sequence and a target amino acid sequence, predict their likelihood of interaction. (1) The miRNA is gga-miR-221-3p with sequence AGCUACAUUGUCUGCUGGGUUUC. The protein sequence of the target gene is MNSYFTNPSLSCHLAGGQDVLPNVALNSTAYDPVRHFSTYGAAVAQNRIYSTPFYSPQENVVFSSSRGPYDYGSNSFYQEKDMLSNCRQNTLGHNTQTSIAQDFSSEQGRTAPQDQKASIQIYPWMQRMNSHSGVGYGADRRRGRQIYSRYQTLELEKEFHFNRYLTRRRRIEIANALCLTERQIKIWFQNRRMKWKKESNLTSTLSGGGGGATADSLGGKEEKREETEEEKQKE. Result: 0 (no interaction). (2) Result: 0 (no interaction). The miRNA is hsa-miR-5706 with sequence UUCUGGAUAACAUGCUGAAGCU. The protein sequence of the target gene is MSKLSQPATTPGVNGISVIHTQAHASGLQQVPQLVPAGPGGGGKAVPPSKQSKKSSPMDRNSDEYRQRRERNNMAVKKSRLKSKQKAQDTLQRVNQLKEENERLEAKIKLLTKELSVLKDLFLEHAHSLADNVQPISTETTATNSDNPGQ. (3) The miRNA is hsa-miR-106a-5p with sequence AAAAGUGCUUACAGUGCAGGUAG. The protein sequence of the target gene is MSAARPQFSIDDAFELSLEDGGPGPESSGVARFGPLHFERRARFEVADEDKQSRLRYQNLENDEDGAQASPEPDGGVGTRDSSRTSIRSSQWSFSTISSSTQRSYNTCCSWTQHPLIQKNRRVVLASFLLLLLGLVLILVGVGLEATPSPGVSSAIFFVPGFLLLVPGVYHVIFIYCAVKGHRGFQFFYLPYFEK. Result: 1 (interaction). (4) The miRNA is hsa-miR-3175 with sequence CGGGGAGAGAACGCAGUGACGU. The protein sequence of the target gene is MGKSNSKLKPEVVEELTRKTYFTEKEVQQWYKGFIKDCPSGQLDAAGFQKIYKQFFPFGDPTKFATFVFNVFDENKDGRIEFSEFIQALSVTSRGTLDEKLRWAFKLYDLDNDGYITRNEMLDIVDAIYQMVGNTVELPEEENTPEKRVDRIFAMMDKNADGKLTLQEFQEGSKADPSIVQALSLYDGLV. Result: 1 (interaction). (5) The miRNA is hsa-miR-4481 with sequence GGAGUGGGCUGGUGGUU. The protein sequence of the target gene is MMPTPVILLKEGTDSSQGIPQLVSNISACQVIAEAVRTTLGPRGMDKLIVDGRGKATISNDGATILKLLDVVHPAAKTLVDIAKSQDAEVGDGTTSVTLLAAEFLKQVKPYVEEGLHPQIIIRAFRTATQLAVNKIKEIAVTVKKADKVEQRKLLEKCAMTALSSKLISQQKAFFAKMVVDAVMMLDDLLQLKMIGIKKVQGGALEDSQLVAGVAFKKTFSYAGFEMQPKKYHNPKIALLNVELELKAEKDNAEIRVHTVEDYQAIVDAEWNILYDKLEKIHHSGAKVVLSKLPIGDVAT.... Result: 1 (interaction). (6) The miRNA is hsa-miR-4633-3p with sequence AGGAGCUAGCCAGGCAUAUGCA. The protein sequence of the target gene is MSGCRVFIGRLNPAAREKDVERFFKGYGRIRDIDLKRGFGFVEFEDPRDADDAVYELDGKELCSERVTIEHARARSRGGRGRGRYSDRFSSRRPRNDRRNAPPVRTENRLIVENLSSRVSWQDLKDFMRQAGEVTFADAHRPKLNEGVVEFASYGDLKNAIEKLSGKEINGRKIKLIEGSKRHSRSRSRSRSRTRSSSRSRSRSRSRSRKSYSRSRSRSRSRSRSKSRSVSRSPVPEKSQKRGSSSRSKSPASVDRQRSRSRSRSRSVDSGN. Result: 0 (no interaction). (7) The miRNA is hsa-miR-135b-3p with sequence AUGUAGGGCUAAAAGCCAUGGG. The protein sequence of the target gene is MADNSSDECEEENNKEKKKTSQLTPQRGFSENEDDDDDDDDSSETDSDSDDDDEEHGAPLEGAYDPADYEHLPVSAEIKELFQYISRYTPQLIDLDHKLKPFIPDFIPAVGDIDAFLKVPRPDGKPDNLGLLVLDEPSTKQSDPTVLSLWLTENSKQHNITQHMKVKSLEDAEKNPKAIDTWIESISELHRSKPPATVHYTRPMPDIDTLMQEWSPEFEELLGKVSLPTAEIDCSLAEYIDMICAILDIPVYKSRIQSLHLLFSLYSEFKNSQHFKALAEGKKAFTPSSNSTSQAGDMET.... Result: 0 (no interaction).